Dataset: Catalyst prediction with 721,799 reactions and 888 catalyst types from USPTO. Task: Predict which catalyst facilitates the given reaction. (1) Reactant: [CH3:1][O:2][C:3]1[C:8]([CH3:9])=[CH:7][C:6]([C:10]2[CH:11]=[CH:12][C:13]([N:16]3[CH2:22][CH2:21][CH2:20][N:19]([C:23]4[CH:28]=[CH:27][C:26]([C:29]5[CH:34]=[C:33]([CH3:35])[C:32]([O:36][CH3:37])=[C:31]([CH3:38])[CH:30]=5)=[CH:25][N:24]=4)[CH2:18][CH2:17]3)=[N:14][CH:15]=2)=[CH:5][C:4]=1[CH3:39].[CH3:40][S:41]([OH:44])(=[O:43])=[O:42]. Product: [CH3:40][S:41]([OH:44])(=[O:43])=[O:42].[CH3:40][S:41]([OH:44])(=[O:43])=[O:42].[CH3:37][O:36][C:32]1[C:33]([CH3:35])=[CH:34][C:29]([C:26]2[CH:27]=[CH:28][C:23]([N:19]3[CH2:20][CH2:21][CH2:22][N:16]([C:13]4[CH:12]=[CH:11][C:10]([C:6]5[CH:5]=[C:4]([CH3:39])[C:3]([O:2][CH3:1])=[C:8]([CH3:9])[CH:7]=5)=[CH:15][N:14]=4)[CH2:17][CH2:18]3)=[N:24][CH:25]=2)=[CH:30][C:31]=1[CH3:38]. The catalyst class is: 5. (2) Reactant: C([N:4]1[C:12]2[C:7](=[CH:8][CH:9]=[CH:10][CH:11]=2)/[C:6](=[C:13](/[NH:20][C:21]2[CH:26]=[CH:25][C:24]([NH:27][S:28]([C:31]3[CH:36]=[CH:35][CH:34]=[CH:33][CH:32]=3)(=[O:30])=[O:29])=[CH:23][CH:22]=2)\[C:14]2[CH:19]=[CH:18][CH:17]=[CH:16][CH:15]=2)/[C:5]1=[O:37])(=O)C.[CH3:38][N:39]([CH3:44])[C:40](=[O:43])[CH2:41]Br.CC(C)([O-])C.[K+].[OH-].[Na+]. Product: [CH3:38][N:39]([CH3:44])[C:40]([CH2:41][N:27]([C:24]1[CH:25]=[CH:26][C:21]([NH:20]/[C:13](=[C:6]2\[C:5](=[O:37])[NH:4][C:12]3[C:7]\2=[CH:8][CH:9]=[CH:10][CH:11]=3)/[C:14]2[CH:15]=[CH:16][CH:17]=[CH:18][CH:19]=2)=[CH:22][CH:23]=1)[S:28]([C:31]1[CH:36]=[CH:35][CH:34]=[CH:33][CH:32]=1)(=[O:29])=[O:30])=[O:43]. The catalyst class is: 376. (3) Reactant: [CH3:1][O:2][C:3]1[CH:11]=[CH:10][C:6]([C:7](O)=[O:8])=[CH:5][C:4]=1[S:12](=[O:25])(=[O:24])[NH:13][C:14]1[CH:15]=[N:16][C:17]2[C:22]([CH:23]=1)=[CH:21][CH:20]=[CH:19][CH:18]=2.CN(C(O[N:34]1N=N[C:36]2C=CC=N[C:35]1=2)=[N+](C)C)C.F[P-](F)(F)(F)(F)F.CCN(C(C)C)C(C)C.Cl.C(N)C. Product: [CH2:35]([NH:34][C:7](=[O:8])[C:6]1[CH:10]=[CH:11][C:3]([O:2][CH3:1])=[C:4]([S:12](=[O:25])(=[O:24])[NH:13][C:14]2[CH:15]=[N:16][C:17]3[C:22]([CH:23]=2)=[CH:21][CH:20]=[CH:19][CH:18]=3)[CH:5]=1)[CH3:36]. The catalyst class is: 2. (4) Product: [C:27]([O:26][C:24](=[O:25])[NH:23][C@:18]1([C:16]([NH:15][S:14]([C:9]2[CH:10]=[CH:11][CH:12]=[CH:13][C:8]=2[NH2:7])(=[O:32])=[O:31])=[O:17])[CH2:20][C@H:19]1[CH:21]=[CH2:22])([CH3:28])([CH3:29])[CH3:30]. The catalyst class is: 10. Reactant: C[Si](C)(C)CCOC(=O)[NH:7][C:8]1[CH:13]=[CH:12][CH:11]=[CH:10][C:9]=1[S:14](=[O:32])(=[O:31])[NH:15][C:16]([C@@:18]1([NH:23][C:24]([O:26][C:27]([CH3:30])([CH3:29])[CH3:28])=[O:25])[CH2:20][C@H:19]1[CH:21]=[CH2:22])=[O:17].[F-].C([N+](CC)(CC)CC)C. (5) The catalyst class is: 1. Product: [CH3:17][C@@H:12]1[CH2:13][CH2:14][CH2:15][CH2:16][C@H:11]1[N:10]1[C:7]2[CH:8]=[CH:9][C:4]([C:3]([OH:2])=[O:27])=[CH:5][C:6]=2[N:18]=[C:19]1[CH2:20][C:21]1[S:25][CH:24]=[N:23][CH:22]=1. Reactant: C[O:2][C:3](=[O:27])[C:4]1[CH:9]=[CH:8][C:7]([NH:10][C@@H:11]2[CH2:16][CH2:15][CH2:14][CH2:13][C@H:12]2[CH3:17])=[C:6]([NH:18][C:19](=O)[CH2:20][C:21]2[S:25][CH:24]=[N:23][CH:22]=2)[CH:5]=1.CO.[OH-].[Na+]. (6) Reactant: [CH3:1][O:2][CH:3]([O:14][CH3:15])[C:4]1[CH:9]=[CH:8][N:7]=[C:6](SCCC)[N:5]=1.[CH3:16][O-:17].[Na+]. Product: [CH3:1][O:2][CH:3]([O:14][CH3:15])[C:4]1[CH:9]=[CH:8][N:7]=[C:6]([O:17][CH3:16])[N:5]=1. The catalyst class is: 5.